Dataset: Experimentally validated miRNA-target interactions with 360,000+ pairs, plus equal number of negative samples. Task: Binary Classification. Given a miRNA mature sequence and a target amino acid sequence, predict their likelihood of interaction. (1) The miRNA is mmu-miR-7a-2-3p with sequence CAACAAGUCCCAGUCUGCCACA. The protein sequence of the target gene is MEEDSLEDSNLPPKVWHSEMTVSVTGEPPSTVEEEGIPKETDIEIIPEIPETLEPLSLPDVLRISAVLEDTTDQLSILNYIMPVQYEGRQSICVKSREMNLEGTNLDKLPMASTITKIPSPLITEEGPNLPEIRHRGRFAVEFNKMQDLVFKKPTRQTIMTTETLKKIQIDRQFFSDVIADTIKELQDSATYNSLLQALSKERENKMHFYDIIAREEKGRKQIISLQKQLINVKKEWQFEVQSQNEYIANLKDQLQEMKAKSNLENRYMKTNTELQIAQTQKKCNRTEELLVEEIEKLRM.... Result: 0 (no interaction). (2) The miRNA is dre-miR-196b with sequence UAGGUAGUUUCAAGUUGUUGGG. The protein sequence of the target gene is MGPLSAPPCTQRITWKGLLLTALLLNFWNLPTTAQVTIEAEPTKVSKGKDVLLLVHNLPQNLAGYIWYKGQMKDLYHYITSYVVDGQIIIYGPAYSGRETVYSNASLLIQNVTREDAGSYTLHIVKRGDGTRGETGHFTFTLYLETPKPSISSSNLYPREDMEAVSLTCDPETPDASYLWWMNGQSLPMTHSLQLSKNKRTLFLFGVTKYTAGPYECEIRNPVSASRSDPVTLNLLPKLPKPYITINNLNPRENKDVLAFTCEPKSENYTYIWWLNGQSLPVSPRVKRPIENRILILPSV.... Result: 0 (no interaction). (3) The miRNA is hsa-miR-940 with sequence AAGGCAGGGCCCCCGCUCCCC. The protein sequence of the target gene is MDPVAFKDVAVNFTQEEWALLDISQRKLYREVMLETFRNLTSLGKRWKDQNIEYEHQNPRRNFRSLIEEKVNEIKDDSHCGETFTPVPDDRLNFQEKKASPEVKSCESFVCGEVGLGNSSFNMNIRGDIGHKAYEYQEYGPKPCKCQQPKKAFRYRPSFRTQERDHTGEKPNACKVCGKTFISHSSVRRHMVMHSGDGPYKCKFCGKAFHCLRLYLIHERIHTGEKPCECKQCGKSFSYSATHRIHKRTHTGEKPYEYQECGKAFHSPRSYRRHERIHMGEKAYQCKECGKAFTCPRYVR.... Result: 1 (interaction). (4) The miRNA is hsa-miR-6086 with sequence GGAGGUUGGGAAGGGCAGAG. The protein sequence of the target gene is MPSWALFMVTSCLLLAPQNLAQVSSQDVSLLASDSEPLKCFSRTFEDLTCFWDEEEAAPSGTYQLLYAYPREKPRACPLSSQSMPHFGTRYVCQFPDQEEVRLFFPLHLWVKNVFLNQTRTQRVLFVDSVGLPAPPSIIKAMGGSQPGELQISWEEPAPEISDFLRYELRYGPRDPKNSTGPTVIQLIATETCCPALQRPHSASALDQSPCAQPTMPWQDGPKQTSPSREASALTAEGGSCLISGLQPGNSYWLQLRSEPDGISLGGSWGSWSLPVTVDLPGDAVALGLQCFTLDLKNVT.... Result: 1 (interaction). (5) Result: 0 (no interaction). The miRNA is mmu-miR-141-5p with sequence CAUCUUCCAGUGCAGUGUUGGA. The protein sequence of the target gene is MNHPFGKEEAASQKQLFGFFCECLRRGEWELAQACVPQLQEGQGDIPKRVEDILQALVVCPNLLRCGQDINPQRVAWVWLLVLEKWLAREKKLLPVVFRRKLEFLLLSEDLQGDIPENILEELYETLTQGAVGHVPDGNPRRESWTPRLSSEAVSVLWDLLRQSPQPAQALLELLLEEDDGTGLCHWPLQNALVDLIRKALRALQGPDSVPPGVVDAIYGALRTLRCPAEPLGVELHLLCEELLEACRTEGSPLREERLLSCLLHKASRGLLSLYGHTYAEKVTEKPPRATASGKVSPDH.... (6) The protein sequence of the target gene is MELPLSQATLRHTLLLLPALLSSGQGELAPQIDGQTWAERALRENEHHAFTCRVAGGSATPRLAWYLDGQLQEATTSRLLSVGGDAFSGGTSTFTVTAQRSQHELNCSLQDPGSGRPANASVILNVQFKPEIAQVGAKYQEAQGPGLLVVLFALVRANPPANVTWIDQDGPVTVNASDFLVLDAQNYPWLTNHTVQLQLRSLAHNLSVVATNDVGVTSASLPAPGLLATRIEVPLLGIVVAGGLALGTLVGFSTLVACLVCRKEKKTKGPSRRPSLISSDSNNLKLNNVRLPRENMSLPS.... The miRNA is mmu-miR-19b-3p with sequence UGUGCAAAUCCAUGCAAAACUGA. Result: 1 (interaction).